From a dataset of Reaction yield outcomes from USPTO patents with 853,638 reactions. Predict the reaction yield, written as a fraction of the theoretical maximum amount of product (1.0 means a 100% yield; for example, 0.34 means a 34% yield). (1) The reactants are COC[N:4]1[C:8]2[CH:9]=[CH:10][C:11]([CH:13]([C:15]3[CH:19]=[CH:18][N:17]([C:20]4[CH:25]=[CH:24][C:23]([CH:26]5[CH2:30][CH2:29][CH:28]([CH2:31][O:32]C6CCCCO6)[O:27]5)=[CH:22][N:21]=4)[N:16]=3)[CH3:14])=[CH:12][C:7]=2[S:6][C:5]1=[O:39]. The catalyst is FC(F)(F)C(O)=O. The product is [OH:32][CH2:31][CH:28]1[O:27][CH:26]([C:23]2[CH:24]=[CH:25][C:20]([N:17]3[CH:18]=[CH:19][C:15]([CH:13]([C:11]4[CH:10]=[CH:9][C:8]5[NH:4][C:5](=[O:39])[S:6][C:7]=5[CH:12]=4)[CH3:14])=[N:16]3)=[N:21][CH:22]=2)[CH2:30][CH2:29]1. The yield is 0.960. (2) The reactants are [Cl:1][C:2]1[CH:9]=[CH:8][C:5]([C:6]#[N:7])=[C:4]([O:10][C:11]2[CH:16]=[CH:15][CH:14]=[C:13]([CH:17]=O)[C:12]=2[O:19][CH2:20][CH2:21][CH3:22])[CH:3]=1.CN.[C:25]([BH3-])#[N:26].[Na+].[C:29]([OH:36])(=[O:35])/[CH:30]=[CH:31]/[C:32]([OH:34])=[O:33]. The catalyst is C(O)(=O)C.CO. The product is [C:29]([OH:36])(=[O:35])/[CH:30]=[CH:31]/[C:32]([OH:34])=[O:33].[Cl:1][C:2]1[CH:9]=[CH:8][C:5]([C:6]#[N:7])=[C:4]([O:10][C:11]2[CH:16]=[CH:15][CH:14]=[C:13]([CH2:17][NH:26][CH3:25])[C:12]=2[O:19][CH2:20][CH2:21][CH3:22])[CH:3]=1. The yield is 0.590. (3) The reactants are [Cl:1][C:2]1[C:3]([NH:17][C:18]2[CH:26]=[CH:25][CH:24]=[CH:23][C:19]=2[C:20]([OH:22])=O)=[CH:4][C:5]([NH:8][C:9]2[N:13]([CH2:14][CH3:15])[N:12]=[C:11]([CH3:16])[CH:10]=2)=[N:6][CH:7]=1.C1C=C[C:30]2[N:35]([OH:36])N=NC=2C=1.C(Cl)CCl.CNO.CCN(C(C)C)C(C)C. The catalyst is CN(C)C=O. The product is [Cl:1][C:2]1[C:3]([NH:17][C:18]2[CH:26]=[CH:25][CH:24]=[CH:23][C:19]=2[C:20]([N:35]([OH:36])[CH3:30])=[O:22])=[CH:4][C:5]([NH:8][C:9]2[N:13]([CH2:14][CH3:15])[N:12]=[C:11]([CH3:16])[CH:10]=2)=[N:6][CH:7]=1. The yield is 0.231.